From a dataset of Reaction yield outcomes from USPTO patents with 853,638 reactions. Predict the reaction yield, written as a fraction of the theoretical maximum amount of product (1.0 means a 100% yield; for example, 0.34 means a 34% yield). The reactants are [F:1][C:2]1[CH:32]=[CH:31][C:5]([CH2:6][N:7]2[C:15]3[C:10](=[CH:11][CH:12]=[CH:13][CH:14]=3)[C:9]3[C:16]([C:24]4[CH:29]=[CH:28][C:27]([CH3:30])=[CH:26][CH:25]=4)=[C:17]([CH2:22]O)[N:18]([CH3:21])[C:19](=[O:20])[C:8]2=3)=[CH:4][CH:3]=1.S(Br)(Br)=O.[C-:37]#[N:38].[K+]. The catalyst is [Cl-].[Na+].O. The product is [F:1][C:2]1[CH:32]=[CH:31][C:5]([CH2:6][N:7]2[C:15]3[C:10](=[CH:11][CH:12]=[CH:13][CH:14]=3)[C:9]3[C:16]([C:24]4[CH:25]=[CH:26][C:27]([CH3:30])=[CH:28][CH:29]=4)=[C:17]([CH2:22][C:37]#[N:38])[N:18]([CH3:21])[C:19](=[O:20])[C:8]2=3)=[CH:4][CH:3]=1. The yield is 0.860.